From a dataset of Catalyst prediction with 721,799 reactions and 888 catalyst types from USPTO. Predict which catalyst facilitates the given reaction. (1) Reactant: CS(O[CH2:6][C:7]#[C:8][C:9]1[CH:14]=[CH:13][C:12]([Br:15])=[C:11]([CH3:16])[C:10]=1[Cl:17])(=O)=O.C([O-])([O-])=O.[K+].[K+].[CH3:24][N:25]1[CH2:30][CH2:29][NH:28][CH2:27][CH2:26]1. Product: [Br:15][C:12]1[CH:13]=[CH:14][C:9]([C:8]#[C:7][CH2:6][N:28]2[CH2:29][CH2:30][N:25]([CH3:24])[CH2:26][CH2:27]2)=[C:10]([Cl:17])[C:11]=1[CH3:16]. The catalyst class is: 23. (2) Product: [ClH:35].[CH3:25][O:24][C:21]1[CH:20]=[CH:19][C:18]([CH2:17][N:13]2[C:12](=[O:26])[C:11]3([CH2:10][CH2:9][NH:8][CH2:28][CH2:27]3)[NH:15][C:14]2=[O:16])=[CH:23][CH:22]=1. The catalyst class is: 12. Reactant: C(OC([N:8]1[CH2:28][CH2:27][C:11]2([NH:15][C:14](=[O:16])[N:13]([CH2:17][C:18]3[CH:23]=[CH:22][C:21]([O:24][CH3:25])=[CH:20][CH:19]=3)[C:12]2=[O:26])[CH2:10][CH2:9]1)=O)(C)(C)C.O1CCOCC1.[ClH:35]. (3) Reactant: Cl[C:2]1[C:11]([Cl:12])=[N:10][C:9]2[C:4](=[CH:5][CH:6]=[CH:7][CH:8]=2)[N:3]=1.[CH3:13][C:14]1[CH:15]=[C:16]([S:20]([NH2:23])(=[O:22])=[O:21])[CH:17]=[CH:18][CH:19]=1.C([O-])([O-])=O.[K+].[K+]. Product: [Cl:12][C:11]1[C:2]([NH:23][S:20]([C:16]2[CH:17]=[CH:18][CH:19]=[C:14]([CH3:13])[CH:15]=2)(=[O:21])=[O:22])=[N:3][C:4]2[C:9]([N:10]=1)=[CH:8][CH:7]=[CH:6][CH:5]=2. The catalyst class is: 44. (4) Reactant: COC1C=CC(C([O:22][CH2:23][C@@H:24]([OH:51])[C@@H:25]([O:43][Si](CC)(CC)CC)[C@@H:26]([O:39]CCF)[C@H:27](N2C=C(C)C(N)=NC2=O)[CH2:28][OH:29])(C2C=CC=CC=2)C2C=CC(OC)=CC=2)=CC=1.C(OC(=O)C1C=CC=CC=1)(=[O:61])C1C=CC=CC=1. Product: [CH2:23]([OH:22])[C@H:24]([C@@H:25]([C@@H:26]([C@@H:27]([CH2:28][OH:29])[OH:61])[OH:39])[OH:43])[OH:51]. The catalyst class is: 39. (5) Reactant: O/[N:2]=[C:3](\[C:9](=[O:23])[C:10]1[CH:15]=[CH:14][C:13]([O:16][C:17]2[CH:22]=[CH:21][CH:20]=[CH:19][CH:18]=2)=[CH:12][CH:11]=1)/[C:4]([O:6][CH2:7][CH3:8])=[O:5].[ClH:24].CCO. Product: [ClH:24].[NH2:2][CH:3]([C:9](=[O:23])[C:10]1[CH:15]=[CH:14][C:13]([O:16][C:17]2[CH:22]=[CH:21][CH:20]=[CH:19][CH:18]=2)=[CH:12][CH:11]=1)[C:4]([O:6][CH2:7][CH3:8])=[O:5]. The catalyst class is: 19. (6) Reactant: [Br:1][C:2]1[CH:3]=[C:4]([CH:8]=[CH:9][N:10]=1)[C:5]([OH:7])=O.CN(C(ON1N=NC2C=CC=NC1=2)=[N+](C)C)C.F[P-](F)(F)(F)(F)F.CN1CCOCC1.[CH3:42][O:43][C:44]1[C:49]2[N:50]=[C:51]([NH2:53])[S:52][C:48]=2[C:47]([N:54]([CH3:61])[CH:55]2[CH2:60][CH2:59][O:58][CH2:57][CH2:56]2)=[CH:46][CH:45]=1. Product: [Br:1][C:2]1[CH:3]=[C:4]([CH:8]=[CH:9][N:10]=1)[C:5]([NH:53][C:51]1[S:52][C:48]2[C:47]([N:54]([CH3:61])[CH:55]3[CH2:56][CH2:57][O:58][CH2:59][CH2:60]3)=[CH:46][CH:45]=[C:44]([O:43][CH3:42])[C:49]=2[N:50]=1)=[O:7]. The catalyst class is: 56. (7) Reactant: [N:1]12[CH2:8][C:5]([C:9]([NH:11][C:12]3[C:13](O)=[C:14]([CH:19]=[CH:20][CH:21]=3)[C:15]([O:17][CH3:18])=[O:16])=[O:10])([CH2:6][CH2:7]1)[CH2:4][CH2:3][CH2:2]2. Product: [N:1]12[CH2:8][C:5]([C:9]3[O:10][C:13]4[C:14]([C:15]([O:17][CH3:18])=[O:16])=[CH:19][CH:20]=[CH:21][C:12]=4[N:11]=3)([CH2:6][CH2:7]1)[CH2:4][CH2:3][CH2:2]2. The catalyst class is: 796.